From a dataset of Reaction yield outcomes from USPTO patents with 853,638 reactions. Predict the reaction yield, written as a fraction of the theoretical maximum amount of product (1.0 means a 100% yield; for example, 0.34 means a 34% yield). (1) The reactants are [CH3:1][C:2]([C:4]1[CH:5]=[CH:6][C:7]([OH:10])=[CH:8][CH:9]=1)=[O:3].C1(P(C2C=CC=CC=2)C2C=CC=CC=2)C=CC=CC=1.O[CH2:31][CH2:32][NH:33][C:34](=[O:43])[O:35][CH2:36][C:37]1[CH:42]=[CH:41][CH:40]=[CH:39][CH:38]=1.N(C(N1CCCCC1)=O)=NC(N1CCCCC1)=O. The catalyst is C1(C)C=CC=CC=1.O1CCCC1. The product is [CH2:36]([O:35][C:34](=[O:43])[NH:33][CH2:32][CH2:31][O:10][C:7]1[CH:8]=[CH:9][C:4]([C:2](=[O:3])[CH3:1])=[CH:5][CH:6]=1)[C:37]1[CH:42]=[CH:41][CH:40]=[CH:39][CH:38]=1. The yield is 0.840. (2) The reactants are [Cl:1][C:2]1[CH:3]=[C:4]([C:15]([O:17][CH3:18])=[O:16])[C:5]2[C:6]([CH3:14])=[CH:7][N:8]([CH:11]([CH3:13])[CH3:12])[C:9]=2[CH:10]=1.C1C(=O)N([Br:26])C(=O)C1.CCOC(C)=O.C(Cl)Cl. The catalyst is CN(C=O)C. The product is [Br:26][C:7]1[N:8]([CH:11]([CH3:12])[CH3:13])[C:9]2[CH:10]=[C:2]([Cl:1])[CH:3]=[C:4]([C:15]([O:17][CH3:18])=[O:16])[C:5]=2[C:6]=1[CH3:14]. The yield is 0.552. (3) The reactants are [C:1]([O:5][C:6]([NH:8][C@@H:9]([CH2:13][C:14]1[CH:19]=[CH:18][C:17]([N+:20]([O-:22])=[O:21])=[CH:16][CH:15]=1)[C:10]([OH:12])=O)=[O:7])([CH3:4])([CH3:3])[CH3:2].C(N(CC)CC)C.ClC(OCC(C)C)=O.[N+:38](=[CH2:40])=[N-:39]. The catalyst is C1COCC1.CCOCC. The product is [C:1]([O:5][C:6](=[O:7])[NH:8][C@@H:9]([CH2:13][C:14]1[CH:19]=[CH:18][C:17]([N+:20]([O-:22])=[O:21])=[CH:16][CH:15]=1)[C:10](=[O:12])[CH:40]=[N+:38]=[N-:39])([CH3:2])([CH3:3])[CH3:4]. The yield is 0.820. (4) The reactants are [CH2:1]([C:3]([C:17]1[CH:22]=[CH:21][C:20]([OH:23])=[C:19]([CH3:24])[CH:18]=1)([C:6]1[O:7][C:8]2[CH:14]=[CH:13][C:12]([CH2:15][OH:16])=[CH:11][C:9]=2[CH:10]=1)[CH2:4][CH3:5])[CH3:2].Br[CH2:26][C:27](=[O:32])[C:28]([CH3:31])([CH3:30])[CH3:29].C([O-])([O-])=O.[K+].[K+]. The catalyst is CC(C)=O. The product is [CH2:1]([C:3]([C:17]1[CH:22]=[CH:21][C:20]([O:23][CH2:26][C:27](=[O:32])[C:28]([CH3:31])([CH3:30])[CH3:29])=[C:19]([CH3:24])[CH:18]=1)([C:6]1[O:7][C:8]2[CH:14]=[CH:13][C:12]([CH2:15][OH:16])=[CH:11][C:9]=2[CH:10]=1)[CH2:4][CH3:5])[CH3:2]. The yield is 1.00.